From a dataset of CYP2D6 inhibition data for predicting drug metabolism from PubChem BioAssay. Regression/Classification. Given a drug SMILES string, predict its absorption, distribution, metabolism, or excretion properties. Task type varies by dataset: regression for continuous measurements (e.g., permeability, clearance, half-life) or binary classification for categorical outcomes (e.g., BBB penetration, CYP inhibition). Dataset: cyp2d6_veith. (1) The drug is CN(C)CCC(=O)[C@@]1(O)CC[C@H]2[C@H]3CC=C4C[C@@H](O)CC[C@]4(C)[C@H]3CC[C@]21C. The result is 0 (non-inhibitor). (2) The compound is O=C(O)c1ccc(C(=O)c2ccccc2)c(C(=O)O)c1. The result is 0 (non-inhibitor). (3) The drug is O=C(Nc1ccccc1)c1ccccc1CC[N+](=O)[O-]. The result is 0 (non-inhibitor).